This data is from Merck oncology drug combination screen with 23,052 pairs across 39 cell lines. The task is: Regression. Given two drug SMILES strings and cell line genomic features, predict the synergy score measuring deviation from expected non-interaction effect. (1) Drug 1: N.N.O=C(O)C1(C(=O)O)CCC1.[Pt]. Drug 2: CCc1cnn2c(NCc3ccc[n+]([O-])c3)cc(N3CCCCC3CCO)nc12. Cell line: HT29. Synergy scores: synergy=-6.73. (2) Drug 1: Nc1ccn(C2OC(CO)C(O)C2(F)F)c(=O)n1. Drug 2: NC1(c2ccc(-c3nc4ccn5c(=O)[nH]nc5c4cc3-c3ccccc3)cc2)CCC1. Cell line: RKO. Synergy scores: synergy=2.66. (3) Drug 1: NC1(c2ccc(-c3nc4ccn5c(=O)[nH]nc5c4cc3-c3ccccc3)cc2)CCC1. Drug 2: COC1CC2CCC(C)C(O)(O2)C(=O)C(=O)N2CCCCC2C(=O)OC(C(C)CC2CCC(OP(C)(C)=O)C(OC)C2)CC(=O)C(C)C=C(C)C(O)C(OC)C(=O)C(C)CC(C)C=CC=CC=C1C. Cell line: A2780. Synergy scores: synergy=38.3. (4) Drug 1: O=S1(=O)NC2(CN1CC(F)(F)F)C1CCC2Cc2cc(C=CCN3CCC(C(F)(F)F)CC3)ccc2C1. Drug 2: CC(=O)OC1C(=O)C2(C)C(O)CC3OCC3(OC(C)=O)C2C(OC(=O)c2ccccc2)C2(O)CC(OC(=O)C(O)C(NC(=O)c3ccccc3)c3ccccc3)C(C)=C1C2(C)C. Cell line: SKMEL30. Synergy scores: synergy=28.1. (5) Drug 1: CCC1(O)CC2CN(CCc3c([nH]c4ccccc34)C(C(=O)OC)(c3cc4c(cc3OC)N(C)C3C(O)(C(=O)OC)C(OC(C)=O)C5(CC)C=CCN6CCC43C65)C2)C1. Drug 2: COC1=C2CC(C)CC(OC)C(O)C(C)C=C(C)C(OC(N)=O)C(OC)C=CC=C(C)C(=O)NC(=CC1=O)C2=O. Cell line: HT144. Synergy scores: synergy=-17.9. (6) Drug 1: Cn1c(=O)n(-c2ccc(C(C)(C)C#N)cc2)c2c3cc(-c4cnc5ccccc5c4)ccc3ncc21. Synergy scores: synergy=82.5. Drug 2: CCc1c2c(nc3ccc(O)cc13)-c1cc3c(c(=O)n1C2)COC(=O)C3(O)CC. Cell line: LNCAP. (7) Drug 1: C#Cc1cccc(Nc2ncnc3cc(OCCOC)c(OCCOC)cc23)c1. Drug 2: CCc1c2c(nc3ccc(O)cc13)-c1cc3c(c(=O)n1C2)COC(=O)C3(O)CC. Cell line: ZR751. Synergy scores: synergy=52.3. (8) Drug 1: Nc1ccn(C2OC(CO)C(O)C2(F)F)c(=O)n1. Drug 2: C=CCn1c(=O)c2cnc(Nc3ccc(N4CCN(C)CC4)cc3)nc2n1-c1cccc(C(C)(C)O)n1. Cell line: A2780. Synergy scores: synergy=8.23. (9) Drug 1: CC(=O)OC1C(=O)C2(C)C(O)CC3OCC3(OC(C)=O)C2C(OC(=O)c2ccccc2)C2(O)CC(OC(=O)C(O)C(NC(=O)c3ccccc3)c3ccccc3)C(C)=C1C2(C)C. Drug 2: CCc1cnn2c(NCc3ccc[n+]([O-])c3)cc(N3CCCCC3CCO)nc12. Cell line: NCIH2122. Synergy scores: synergy=-16.0.